From a dataset of Forward reaction prediction with 1.9M reactions from USPTO patents (1976-2016). Predict the product of the given reaction. (1) Given the reactants CC1C=CC(S(O[CH2:12][CH2:13][C:14]2[CH:19]=[CH:18][CH:17]=[C:16]([F:20])[C:15]=2[F:21])(=O)=O)=CC=1.[Li+].[Br-:23], predict the reaction product. The product is: [Br:23][CH2:12][CH2:13][C:14]1[CH:19]=[CH:18][CH:17]=[C:16]([F:20])[C:15]=1[F:21]. (2) Given the reactants [Cl-].[Cl-].[Cl-].[Al+3].[C:5](Cl)(=[O:7])[CH3:6].[I:9][C:10]1[CH:11]=[C:12]([CH3:16])[CH:13]=[CH:14][CH:15]=1, predict the reaction product. The product is: [C:5]([C:13]1[CH:14]=[CH:15][C:10]([I:9])=[CH:11][C:12]=1[CH3:16])(=[O:7])[CH3:6]. (3) Given the reactants C[O:2][C:3](=[O:43])[C@H:4]([OH:42])[CH2:5][NH:6][C:7](=[O:41])[C:8]1[CH:13]=[CH:12][C:11]([CH2:14][N:15]([C:32]2[CH:33]=[C:34]3[C:38](=[CH:39][CH:40]=2)[CH2:37][CH2:36][CH2:35]3)[C:16]2[S:17][CH:18]=[C:19]([C:21]3[CH:26]=[CH:25][C:24]([O:27][C:28]([F:31])([F:30])[F:29])=[CH:23][CH:22]=3)[N:20]=2)=[CH:10][CH:9]=1.[OH-].[Na+].Cl.O, predict the reaction product. The product is: [OH:42][C@H:4]([CH2:5][NH:6][C:7](=[O:41])[C:8]1[CH:13]=[CH:12][C:11]([CH2:14][N:15]([C:32]2[CH:33]=[C:34]3[C:38](=[CH:39][CH:40]=2)[CH2:37][CH2:36][CH2:35]3)[C:16]2[S:17][CH:18]=[C:19]([C:21]3[CH:22]=[CH:23][C:24]([O:27][C:28]([F:30])([F:29])[F:31])=[CH:25][CH:26]=3)[N:20]=2)=[CH:10][CH:9]=1)[C:3]([OH:43])=[O:2]. (4) The product is: [CH:2]([N:5]1[C:13]2[C:8](=[CH:9][C:10]([O:14][CH:15]3[CH2:20][CH2:19][N:18]([CH:21]([CH3:23])[CH3:22])[CH2:17][CH2:16]3)=[CH:11][CH:12]=2)[CH:7]=[C:6]1[C:24]([N:26]1[CH2:27][CH2:28][N:29]([S:35]([CH2:34][C:33]([F:40])([F:39])[F:32])(=[O:37])=[O:36])[CH2:30][CH2:31]1)=[O:25])([CH3:3])[CH3:4]. Given the reactants Cl.[CH:2]([N:5]1[C:13]2[C:8](=[CH:9][C:10]([O:14][CH:15]3[CH2:20][CH2:19][N:18]([CH:21]([CH3:23])[CH3:22])[CH2:17][CH2:16]3)=[CH:11][CH:12]=2)[CH:7]=[C:6]1[C:24]([N:26]1[CH2:31][CH2:30][NH:29][CH2:28][CH2:27]1)=[O:25])([CH3:4])[CH3:3].[F:32][C:33]([F:40])([F:39])[CH2:34][S:35](Cl)(=[O:37])=[O:36], predict the reaction product. (5) Given the reactants [NH2:1][C:2]1[CH:7]=[CH:6][C:5]([Br:8])=[CH:4][C:3]=1[C:9](=[O:11])[CH3:10].[CH2:12]([Mg]Br)[CH3:13].[C:16](N1C=CN=C1)(N1C=CN=C1)=[O:17], predict the reaction product. The product is: [Br:8][C:5]1[CH:6]=[CH:7][C:2]2[NH:1][C:16](=[O:17])[O:11][C:9]([CH2:12][CH3:13])([CH3:10])[C:3]=2[CH:4]=1. (6) Given the reactants [S:1]1[C:5]2[CH:6]=[C:7]([N:10]3[CH2:14][CH2:13][NH:12][C:11]3=[O:15])[CH:8]=[CH:9][C:4]=2[N:3]=[CH:2]1.Br[C:17]1[CH:18]=[N:19][CH:20]=[C:21]([C:24]([F:27])([F:26])[F:25])[C:22]=1[CH3:23].N[C@@H]1CCCC[C@H]1N.P([O-])([O-])([O-])=[O:37].[K+].[K+].[K+], predict the reaction product. The product is: [F:25][C:24]([F:27])([F:26])[C:11]([OH:15])=[O:37].[S:1]1[C:5]2[CH:6]=[C:7]([N:10]3[CH2:14][CH2:13][N:12]([C:17]4[CH:18]=[N:19][CH:20]=[C:21]([C:24]([F:26])([F:27])[F:25])[C:22]=4[CH3:23])[C:11]3=[O:15])[CH:8]=[CH:9][C:4]=2[N:3]=[CH:2]1.